From a dataset of Forward reaction prediction with 1.9M reactions from USPTO patents (1976-2016). Predict the product of the given reaction. The product is: [Br:29][C:7]1[C:2]([F:1])=[CH:3][C:4]([O:21][CH3:22])=[C:5]([C:8]2[N:12]3[N:13]=[CH:14][C:15]([C:17]([OH:20])([CH3:19])[CH3:18])=[N:16][C:11]3=[N:10][CH:9]=2)[CH:6]=1. Given the reactants [F:1][C:2]1[CH:7]=[CH:6][C:5]([C:8]2[N:12]3[N:13]=[CH:14][C:15]([C:17]([OH:20])([CH3:19])[CH3:18])=[N:16][C:11]3=[N:10][CH:9]=2)=[C:4]([O:21][CH3:22])[CH:3]=1.F[B-](F)(F)F.[H+].[Br:29]N1C(=O)CCC1=O, predict the reaction product.